From a dataset of Forward reaction prediction with 1.9M reactions from USPTO patents (1976-2016). Predict the product of the given reaction. (1) Given the reactants [C:1](=O)([O-])[O-].[K+].[K+].[Cl:7][C:8]1[CH:9]=[CH:10][C:11]([N+:17]([O-:19])=[O:18])=[C:12]([CH:16]=1)[C:13]([OH:15])=[O:14].S(OC)(OC)(=O)=O, predict the reaction product. The product is: [Cl:7][C:8]1[CH:9]=[CH:10][C:11]([N+:17]([O-:19])=[O:18])=[C:12]([CH:16]=1)[C:13]([O:15][CH3:1])=[O:14]. (2) Given the reactants Cl.C(N=C=NCCCN(C)C)C.ON1C2C=CC=CC=2N=N1.C(N(CC)C(C)C)(C)C.[O:32]1[CH2:37][CH2:36][N:35]([C:38]2[CH:43]=[C:42]([C:44]3[C:57]4[S:56][C:55]5[C:50](=[CH:51][C:52]([NH:58][CH:59]6[CH2:64][CH2:63][NH:62][CH2:61][CH2:60]6)=[CH:53][CH:54]=5)[S:49][C:48]=4[CH:47]=[CH:46][CH:45]=3)[NH:41][C:40](=[O:65])[CH:39]=2)[CH2:34][CH2:33]1.[CH3:66][O:67][CH2:68][C:69](O)=[O:70].C(=O)([O-])O.[Na+], predict the reaction product. The product is: [CH3:66][O:67][CH2:68][C:69]([N:62]1[CH2:61][CH2:60][CH:59]([NH:58][C:52]2[CH:51]=[C:50]3[C:55](=[CH:54][CH:53]=2)[S:56][C:57]2[C:44]([C:42]4[NH:41][C:40](=[O:65])[CH:39]=[C:38]([N:35]5[CH2:34][CH2:33][O:32][CH2:37][CH2:36]5)[CH:43]=4)=[CH:45][CH:46]=[CH:47][C:48]=2[S:49]3)[CH2:64][CH2:63]1)=[O:70].